From a dataset of Full USPTO retrosynthesis dataset with 1.9M reactions from patents (1976-2016). Predict the reactants needed to synthesize the given product. (1) Given the product [Br:27][C:28]1[C:36]2[C:35]([Cl:37])=[N:34][CH:33]=[N:32][C:31]=2[N:30]([C@@H:22]2[CH2:23][CH2:24][CH2:25][N:20]([C:13]([O:15][C:16]([CH3:19])([CH3:18])[CH3:17])=[O:14])[CH2:21]2)[CH:29]=1, predict the reactants needed to synthesize it. The reactants are: CCOC(/N=N/C(OCC)=O)=O.[C:13]([N:20]1[CH2:25][CH2:24][CH2:23][C@H:22](O)[CH2:21]1)([O:15][C:16]([CH3:19])([CH3:18])[CH3:17])=[O:14].[Br:27][C:28]1[C:36]2[C:35]([Cl:37])=[N:34][CH:33]=[N:32][C:31]=2[NH:30][CH:29]=1.C1(P(C2C=CC=CC=2)C2C=CC=CC=2)C=CC=CC=1. (2) The reactants are: CC1(C)C(C)(C)OB(C2C=CC([N+:15]([O-:17])=[O:16])=CC=2)O1.I[C:20]1[CH:21]=[C:22]([CH:36]=[CH:37][C:38]=1[CH3:39])[C:23]([NH:25][C:26]1[CH:31]=[CH:30][CH:29]=[C:28]([C:32]([F:35])([F:34])[F:33])[CH:27]=1)=[O:24].C(=O)([O-])[O-].[K+].[K+].[C:46]1(C)[CH:51]=[CH:50][CH:49]=[CH:48][CH:47]=1. Given the product [CH3:39][C:38]1[C:20]([C:46]2[CH:51]=[CH:50][CH:49]=[CH:48][CH:47]=2)=[CH:21][C:22]([C:23]([NH:25][C:26]2[CH:31]=[CH:30][CH:29]=[C:28]([C:32]([F:35])([F:34])[F:33])[CH:27]=2)=[O:24])=[C:36]([N+:15]([O-:17])=[O:16])[CH:37]=1, predict the reactants needed to synthesize it. (3) Given the product [C:1](/[C:3](/[C:27]1[CH:32]=[CH:31][C:30]([O:33][CH3:34])=[C:29]([O:35][CH3:36])[CH:28]=1)=[CH:4]\[C:5]1[S:9][C:8]([N:10]2[CH2:11][CH2:12][CH:13]([O:16][C:17](=[O:26])[CH2:18][N:19]3[CH2:20][CH2:21][N:38]([CH3:37])[CH2:23][CH2:24]3)[CH2:14][CH2:15]2)=[CH:7][CH:6]=1)#[N:2], predict the reactants needed to synthesize it. The reactants are: [C:1](/[C:3](/[C:27]1[CH:32]=[CH:31][C:30]([O:33][CH3:34])=[C:29]([O:35][CH3:36])[CH:28]=1)=[CH:4]\[C:5]1[S:9][C:8]([N:10]2[CH2:15][CH2:14][CH:13]([O:16][C:17](=[O:26])[CH2:18][N:19]3[CH2:24][CH2:23]C(O)[CH2:21][CH2:20]3)[CH2:12][CH2:11]2)=[CH:7][CH:6]=1)#[N:2].[CH3:37][N:38]1CCNCC1. (4) Given the product [CH3:1][S:2]([C:5]1[CH:6]=[CH:7][C:8]([C:11]2[C:12]([O:22][C:23]3[CH:28]=[CH:27][C:26]([O:29][CH2:30][CH2:31][N:32]4[CH2:37][CH2:36][CH2:35][CH2:34][CH2:33]4)=[CH:25][CH:24]=3)=[C:13]3[C:18](=[CH:19][CH:20]=2)[CH:17]=[C:16]([O:21][C:38](=[O:45])[C:39]2[CH:44]=[CH:43][CH:42]=[CH:41][CH:40]=2)[CH:15]=[CH:14]3)=[CH:9][CH:10]=1)(=[O:4])=[O:3], predict the reactants needed to synthesize it. The reactants are: [CH3:1][S:2]([C:5]1[CH:10]=[CH:9][C:8]([C:11]2[C:12]([O:22][C:23]3[CH:28]=[CH:27][C:26]([O:29][CH2:30][CH2:31][N:32]4[CH2:37][CH2:36][CH2:35][CH2:34][CH2:33]4)=[CH:25][CH:24]=3)=[C:13]3[C:18](=[CH:19][CH:20]=2)[CH:17]=[C:16]([OH:21])[CH:15]=[CH:14]3)=[CH:7][CH:6]=1)(=[O:4])=[O:3].[C:38](Cl)(=[O:45])[C:39]1[CH:44]=[CH:43][CH:42]=[CH:41][CH:40]=1. (5) Given the product [OH:26][CH2:25][CH2:24][CH2:23][O:1][C:2]1[CH:3]=[C:4]([CH2:8][CH2:9][CH2:10][N:11]2[C:19](=[O:20])[C:18]3[C:13](=[CH:14][CH:15]=[CH:16][CH:17]=3)[C:12]2=[O:21])[CH:5]=[CH:6][CH:7]=1, predict the reactants needed to synthesize it. The reactants are: [OH:1][C:2]1[CH:3]=[C:4]([CH2:8][CH2:9][CH2:10][N:11]2[C:19](=[O:20])[C:18]3[C:13](=[CH:14][CH:15]=[CH:16][CH:17]=3)[C:12]2=[O:21])[CH:5]=[CH:6][CH:7]=1.Br[CH2:23][CH2:24][CH2:25][OH:26]. (6) Given the product [CH3:48][S:49]([O:40][CH2:39][C@H:34]1[CH2:35][CH2:36][C:37](=[O:38])[N:33]1[C:4]1[CH:3]=[C:2]([F:1])[CH:32]=[CH:31][C:5]=1[CH2:6][NH:7][C:8]([C:10]1[N:11]=[C:12]2[N:17]([C:18](=[O:28])[C:19]=1[O:20][CH2:21][C:22]1[CH:27]=[CH:26][CH:25]=[CH:24][CH:23]=1)[CH2:16][CH2:15][O:14][C:13]2([CH3:30])[CH3:29])=[O:9])(=[O:51])=[O:50], predict the reactants needed to synthesize it. The reactants are: [F:1][C:2]1[CH:32]=[CH:31][C:5]([CH2:6][NH:7][C:8]([C:10]2[N:11]=[C:12]3[N:17]([C:18](=[O:28])[C:19]=2[O:20][CH2:21][C:22]2[CH:27]=[CH:26][CH:25]=[CH:24][CH:23]=2)[CH2:16][CH2:15][O:14][C:13]3([CH3:30])[CH3:29])=[O:9])=[C:4]([N:33]2[C:37](=[O:38])[CH2:36][CH2:35][C@@H:34]2[CH2:39][OH:40])[CH:3]=1.C(N(CC)CC)C.[CH3:48][S:49](Cl)(=[O:51])=[O:50].O. (7) Given the product [Cl:17][C:14]1[O:13][C:12]([C:3]2[S:4][C:5]3[N:6]=[CH:7][N:8]=[C:9]([O:32][C@H:26]([CH2:25][C:22]4[CH:23]=[CH:24][C:19]([F:18])=[CH:20][C:21]=4[O:33][CH3:34])[C:27]([O:29][CH2:30][CH3:31])=[O:28])[C:10]=3[C:2]=2[C:56]2[CH:55]=[CH:54][C:43]([O:44][CH2:45][CH2:46][N:47]3[CH2:52][CH2:51][N:50]([CH3:53])[CH2:49][CH2:48]3)=[C:42]([Cl:41])[C:57]=2[CH3:58])=[CH:16][CH:15]=1, predict the reactants needed to synthesize it. The reactants are: Br[C:2]1[C:10]2[C:9](Cl)=[N:8][CH:7]=[N:6][C:5]=2[S:4][C:3]=1[C:12]1[O:13][C:14]([Cl:17])=[CH:15][CH:16]=1.[F:18][C:19]1[CH:24]=[CH:23][C:22]([CH2:25][C@@H:26]([OH:32])[C:27]([O:29][CH2:30][CH3:31])=[O:28])=[C:21]([O:33][CH3:34])[CH:20]=1.C(=O)([O-])[O-].[Cs+].[Cs+].[Cl:41][C:42]1[C:57]([CH3:58])=[C:56](B2OC(C)(C)C(C)(C)O2)[CH:55]=[CH:54][C:43]=1[O:44][CH2:45][CH2:46][N:47]1[CH2:52][CH2:51][N:50]([CH3:53])[CH2:49][CH2:48]1. (8) Given the product [N:10]1[CH:15]=[CH:14][CH:13]=[CH:12][C:11]=1[C@@:16]1([CH2:26][CH:27]=[O:30])[CH2:25][C:20]2([CH2:24][CH2:23][CH2:22][CH2:21]2)[O:19][CH2:18][CH2:17]1, predict the reactants needed to synthesize it. The reactants are: CC(C[AlH]CC(C)C)C.[N:10]1[CH:15]=[CH:14][CH:13]=[CH:12][C:11]=1[C@@:16]1([CH2:26][C:27]#N)[CH2:25][C:20]2([CH2:24][CH2:23][CH2:22][CH2:21]2)[O:19][CH2:18][CH2:17]1.C[OH:30].O. (9) Given the product [F:36][C:33]1[CH:34]=[CH:35][C:30]([C:16]2[C:15](/[CH:14]=[CH:13]/[C@@H:12]([OH:37])[CH2:11][C:4](=[O:3])[CH2:5][C:6]([O:8][CH2:9][CH3:10])=[O:7])=[C:20]([CH:21]([CH3:23])[CH3:22])[N:19]=[C:18]([N:24]([CH3:29])[S:25]([CH3:28])(=[O:27])=[O:26])[N:17]=2)=[CH:31][CH:32]=1, predict the reactants needed to synthesize it. The reactants are: C([O:3][C:4]([CH2:11][C@H:12]([OH:37])/[CH:13]=[CH:14]/[C:15]1[C:16]([C:30]2[CH:35]=[CH:34][C:33]([F:36])=[CH:32][CH:31]=2)=[N:17][C:18]([N:24]([CH3:29])[S:25]([CH3:28])(=[O:27])=[O:26])=[N:19][C:20]=1[CH:21]([CH3:23])[CH3:22])=[CH:5][C:6]([O:8][CH2:9][CH3:10])=[O:7])C.Cl. (10) Given the product [C:22]([O:21][C:20]([NH:19][CH2:18][C:7]1[N:8]([CH2:14][CH:15]([CH3:17])[CH3:16])[C:9](=[O:13])[C:10]2[C:5]([C:6]=1[C:27]1[CH:32]=[CH:31][CH:30]=[CH:29][CH:28]=1)=[CH:4][C:3]([C:2]1[NH:33][CH:46]=[C:45]([C:44]([O:43][CH3:42])=[O:47])[N:1]=1)=[CH:12][CH:11]=2)=[O:26])([CH3:25])([CH3:24])[CH3:23], predict the reactants needed to synthesize it. The reactants are: [NH2:1][C:2](=[N:33]O)[C:3]1[CH:4]=[C:5]2[C:10](=[CH:11][CH:12]=1)[C:9](=[O:13])[N:8]([CH2:14][CH:15]([CH3:17])[CH3:16])[C:7]([CH2:18][NH:19][C:20](=[O:26])[O:21][C:22]([CH3:25])([CH3:24])[CH3:23])=[C:6]2[C:27]1[CH:32]=[CH:31][CH:30]=[CH:29][CH:28]=1.C(N(CC)CC)C.[CH3:42][O:43][C:44](=[O:47])[CH2:45][CH3:46].O.